Dataset: Full USPTO retrosynthesis dataset with 1.9M reactions from patents (1976-2016). Task: Predict the reactants needed to synthesize the given product. (1) Given the product [CH3:43][C:34]1[CH:35]=[C:36]([C:39]([F:40])([F:41])[F:42])[CH:37]=[CH:38][C:33]=1[O:23][C:20]1[CH:21]=[CH:22][C:17]([C:16]2[C:11]([NH2:10])=[N:12][CH:13]=[CH:14][CH:15]=2)=[CH:18][CH:19]=1, predict the reactants needed to synthesize it. The reactants are: N1C=CC=CC=1C(O)=O.[NH2:10][C:11]1[C:16]([C:17]2[CH:22]=[CH:21][C:20]([OH:23])=[CH:19][CH:18]=2)=[CH:15][CH:14]=[CH:13][N:12]=1.P([O-])([O-])([O-])=O.[K+].[K+].[K+].Br[C:33]1[CH:38]=[CH:37][C:36]([C:39]([F:42])([F:41])[F:40])=[CH:35][C:34]=1[CH3:43]. (2) Given the product [C:12]1(=[O:17])[N:11]([O:8][C:1](=[O:9])[CH2:2][CH2:3][CH2:4][CH2:5][C:6]#[CH:7])[C:15](=[O:16])[CH2:14][CH2:13]1, predict the reactants needed to synthesize it. The reactants are: [C:1]([OH:9])(=[O:8])[CH2:2][CH2:3][CH2:4][CH2:5][C:6]#[CH:7].O[N:11]1[C:15](=[O:16])[CH2:14][CH2:13][C:12]1=[O:17].Cl.CN(C)CCCN=C=NCC.C(=O)(O)[O-].[Na+]. (3) Given the product [CH2:1]([O:8][C:9]([NH:11][C@@H:12]([CH2:17][O:18][CH2:19][C@H:20]([O:29][CH2:30][C:31]([CH3:33])=[CH2:32])[C@@H:21]([O:24][CH2:25][C:26]([CH3:28])=[CH2:27])[CH:22]=[O:23])[C:13]([O:15][CH3:16])=[O:14])=[O:10])[C:2]1[CH:7]=[CH:6][CH:5]=[CH:4][CH:3]=1, predict the reactants needed to synthesize it. The reactants are: [CH2:1]([O:8][C:9]([NH:11][C@@H:12]([CH2:17][O:18][CH2:19][C@H:20]([O:29][CH2:30][C:31]([CH3:33])=[CH2:32])[C@@H:21]([O:24][CH2:25][C:26]([CH3:28])=[CH2:27])[CH2:22][OH:23])[C:13]([O:15][CH3:16])=[O:14])=[O:10])[C:2]1[CH:7]=[CH:6][CH:5]=[CH:4][CH:3]=1. (4) The reactants are: [CH3:1][N:2]([C@@H:4]1[C:22](=[O:23])[C:21]([C:24]([NH2:26])=[O:25])=[C:20]([OH:27])[C@:19]2([OH:28])[C@H:5]1[CH2:6][C@H:7]1[C:16]([C:17]2=[O:18])=[C:15]([OH:29])[C:14]2[C:9](=[C:10](I)[CH:11]=[CH:12][C:13]=2[OH:30])[CH2:8]1)[CH3:3]. Given the product [CH3:1][N:2]([C@@H:4]1[C:22](=[O:23])[C:21]([C:24]([NH2:26])=[O:25])=[C:20]([OH:27])[C@:19]2([OH:28])[C@H:5]1[CH2:6][C@H:7]1[C:16]([C:17]2=[O:18])=[C:15]([OH:29])[C:14]2[C:9](=[C:10]([C:4]3[CH:22]=[CH:21][CH:20]=[CH:19][CH:5]=3)[CH:11]=[CH:12][C:13]=2[OH:30])[CH2:8]1)[CH3:3], predict the reactants needed to synthesize it. (5) Given the product [CH3:2][N:3]([CH3:4])[C:31](=[O:33])[C:30]1[CH:34]=[CH:35][CH:36]=[CH:37][C:29]=1[C:27]([N:24]1[CH2:25][CH2:26][C:21]2([C:12]3[CH:11]=[N:10][N:9]([CH3:8])[C:13]=3[C:14]3[CH:15]=[CH:16][CH:17]=[CH:18][C:19]=3[O:20]2)[CH2:22][CH2:23]1)=[O:28], predict the reactants needed to synthesize it. The reactants are: C[CH2:2][N:3](CC)[CH2:4]C.[CH3:8][N:9]1[C:13]2[C:14]3[CH:15]=[CH:16][CH:17]=[CH:18][C:19]=3[O:20][C:21]3([CH2:26][CH2:25][N:24]([C:27]([C:29]4[CH:37]=[CH:36][CH:35]=[CH:34][C:30]=4[C:31]([OH:33])=O)=[O:28])[CH2:23][CH2:22]3)[C:12]=2[CH:11]=[N:10]1.Cl.CNC.CCN=C=NCCCN(C)C. (6) Given the product [Br:7][C:8]1[CH:9]=[CH:10][C:11]2[C:12]3[N:20]([CH2:21][C:22]([O:24][CH2:2][CH2:1][S:3]([CH3:6])(=[O:5])=[O:4])([CH3:23])[CH3:25])[C:19]([CH2:26][O:27][CH2:28][CH3:29])=[N:18][C:13]=3[CH:14]=[N:15][C:16]=2[CH:17]=1, predict the reactants needed to synthesize it. The reactants are: [CH:1]([S:3]([CH3:6])(=[O:5])=[O:4])=[CH2:2].[Br:7][C:8]1[CH:9]=[CH:10][C:11]2[C:12]3[N:20]([CH2:21][C:22]([CH3:25])([OH:24])[CH3:23])[C:19]([CH2:26][O:27][CH2:28][CH3:29])=[N:18][C:13]=3[CH:14]=[N:15][C:16]=2[CH:17]=1.[H-].[Na+].O. (7) Given the product [OH:8][CH2:9][C@H:10]1[N:15]([CH3:16])[C:14](=[O:17])[CH2:13][O:12][CH2:11]1, predict the reactants needed to synthesize it. The reactants are: C([O:8][CH2:9][C@H:10]1[N:15]([CH3:16])[C:14](=[O:17])[CH2:13][O:12][CH2:11]1)C1C=CC=CC=1.[H][H]. (8) Given the product [C:4]([N:7]1[C:16]2[C:11](=[CH:12][C:13]([C:17]3[CH:18]=[CH:19][C:20]([C:23]([OH:25])=[O:24])=[N:21][CH:22]=3)=[CH:14][CH:15]=2)[C@H:10]([NH:27][C:28]2[CH:33]=[N:32][C:31]([C:34]#[N:35])=[CH:30][N:29]=2)[CH2:9][C@@H:8]1[CH3:36])(=[O:6])[CH3:5], predict the reactants needed to synthesize it. The reactants are: O.[OH-].[Li+].[C:4]([N:7]1[C:16]2[C:11](=[CH:12][C:13]([C:17]3[CH:18]=[CH:19][C:20]([C:23]([O:25]C)=[O:24])=[N:21][CH:22]=3)=[CH:14][CH:15]=2)[C@H:10]([NH:27][C:28]2[CH:33]=[N:32][C:31]([C:34]#[N:35])=[CH:30][N:29]=2)[CH2:9][C@@H:8]1[CH3:36])(=[O:6])[CH3:5].C(O)(=O)C.